Task: Predict the reaction yield, written as a fraction of the theoretical maximum amount of product (1.0 means a 100% yield; for example, 0.34 means a 34% yield).. Dataset: Reaction yield outcomes from USPTO patents with 853,638 reactions (1) The reactants are Br[C:2]1[CH:3]=[C:4]([C:8]2([C:18]3[CH:23]=[CH:22][C:21]([O:24][CH3:25])=[CH:20][CH:19]=3)[C:16]3[C:11](=[N:12][CH:13]=[CH:14][CH:15]=3)[C:10]([NH2:17])=[N:9]2)[CH:5]=[CH:6][CH:7]=1.[N:26]1[CH:31]=[C:30](B(O)O)[CH:29]=[N:28][CH:27]=1.C(=O)([O-])[O-].[Cs+].[Cs+].C([O-])(=O)C.C(=O)([O-])O.[Na+]. The catalyst is COCCOC.C(O)C.O. The product is [CH3:25][O:24][C:21]1[CH:22]=[CH:23][C:18]([C:8]2([C:4]3[CH:5]=[CH:6][CH:7]=[C:2]([C:30]4[CH:31]=[N:26][CH:27]=[N:28][CH:29]=4)[CH:3]=3)[C:16]3[C:11](=[N:12][CH:13]=[CH:14][CH:15]=3)[C:10]([NH2:17])=[N:9]2)=[CH:19][CH:20]=1. The yield is 0.260. (2) The reactants are [F:1][C:2]1[CH:3]=[C:4]([NH:19][C:20](=[O:26])[O:21][C:22]([CH3:25])([CH3:24])[CH3:23])[CH:5]=[CH:6][C:7]=1[O:8][C:9]1[CH:14]=[CH:13][N:12]=[C:11]2[CH:15]=[C:16](I)[S:17][C:10]=12.Br[C:28]1[CH:33]=[CH:32][CH:31]=[CH:30][N+:29]=1[O-:34]. The catalyst is O1CCOCC1.C1C=CC([P]([Pd]([P](C2C=CC=CC=2)(C2C=CC=CC=2)C2C=CC=CC=2)([P](C2C=CC=CC=2)(C2C=CC=CC=2)C2C=CC=CC=2)[P](C2C=CC=CC=2)(C2C=CC=CC=2)C2C=CC=CC=2)(C2C=CC=CC=2)C2C=CC=CC=2)=CC=1. The product is [C:22]([O:21][C:20]([NH:19][C:4]1[CH:5]=[CH:6][C:7]([O:8][C:9]2[CH:14]=[CH:13][N:12]=[C:11]3[CH:15]=[C:16]([C:28]4[CH:33]=[CH:32][CH:31]=[CH:30][N+:29]=4[O-:34])[S:17][C:10]=23)=[C:2]([F:1])[CH:3]=1)=[O:26])([CH3:25])([CH3:24])[CH3:23]. The yield is 0.570. (3) The reactants are [CH2:1]([NH:4][C:5]1[CH:9]=[C:8]([C:10]2[CH:15]=[CH:14][N:13]=[CH:12][CH:11]=2)[S:7][C:6]=1[C:16]([O:18]C)=[O:17])[CH2:2][CH3:3].C[O-].[Na+].CO.Cl. The catalyst is O. The product is [CH2:1]([NH:4][C:5]1[CH:9]=[C:8]([C:10]2[CH:15]=[CH:14][N:13]=[CH:12][CH:11]=2)[S:7][C:6]=1[C:16]([OH:18])=[O:17])[CH2:2][CH3:3]. The yield is 0.880. (4) The reactants are [CH:1]1([N:4]2[C:13]3[C:8](=[CH:9][C:10]([N+:14]([O-])=O)=[CH:11][CH:12]=3)[C:7](=[O:17])[N:6]([CH2:18][CH3:19])[C:5]2=[O:20])[CH2:3]C1.[H][H].[C:23](OCC)(=O)C. The catalyst is [Pd]. The product is [NH2:14][C:10]1[CH:9]=[C:8]2[C:13](=[CH:12][CH:11]=1)[N:4]([CH2:1][CH3:3])[C:5](=[O:20])[N:6]([CH:18]1[CH2:19][CH2:23]1)[C:7]2=[O:17]. The yield is 0.633.